Task: Predict which catalyst facilitates the given reaction.. Dataset: Catalyst prediction with 721,799 reactions and 888 catalyst types from USPTO Reactant: [CH3:1][C:2]1[CH:3]=[C:4]([CH2:11][C:12]([OH:14])=[O:13])[CH:5]=[CH:6][C:7]=1[N+:8]([O-:10])=[O:9].[CH2:15]([O:17][C:18](=[O:35])[CH:19]([C:25]1[CH:30]=[CH:29][C:28]([N+]([O-])=O)=[C:27](C)[CH:26]=1)[C:20]([O:22][CH2:23][CH3:24])=[O:21])[CH3:16].Cl.[CH2:37](N=C=NCCCN(C)C)C. Product: [CH2:23]([O:22][C:20](=[O:21])[C:19]([CH2:37][O:13][C:12](=[O:14])[CH2:11][C:4]1[CH:5]=[CH:6][C:7]([N+:8]([O-:10])=[O:9])=[C:2]([CH3:1])[CH:3]=1)([C:25]1[CH:26]=[CH:27][CH:28]=[CH:29][CH:30]=1)[C:18]([O:17][CH2:15][CH3:16])=[O:35])[CH3:24]. The catalyst class is: 172.